Dataset: NCI-60 drug combinations with 297,098 pairs across 59 cell lines. Task: Regression. Given two drug SMILES strings and cell line genomic features, predict the synergy score measuring deviation from expected non-interaction effect. (1) Drug 1: CC1CCC2CC(C(=CC=CC=CC(CC(C(=O)C(C(C(=CC(C(=O)CC(OC(=O)C3CCCCN3C(=O)C(=O)C1(O2)O)C(C)CC4CCC(C(C4)OC)O)C)C)O)OC)C)C)C)OC. Drug 2: C1CN1C2=NC(=NC(=N2)N3CC3)N4CC4. Cell line: MDA-MB-231. Synergy scores: CSS=17.3, Synergy_ZIP=-6.11, Synergy_Bliss=-2.60, Synergy_Loewe=-1.25, Synergy_HSA=-0.713. (2) Drug 1: C1C(C(OC1N2C=NC3=C(N=C(N=C32)Cl)N)CO)O. Drug 2: CC1=C(C=C(C=C1)C(=O)NC2=CC(=CC(=C2)C(F)(F)F)N3C=C(N=C3)C)NC4=NC=CC(=N4)C5=CN=CC=C5. Cell line: CAKI-1. Synergy scores: CSS=-16.1, Synergy_ZIP=8.74, Synergy_Bliss=3.82, Synergy_Loewe=-4.02, Synergy_HSA=-8.54.